The task is: Predict the product of the given reaction.. This data is from Forward reaction prediction with 1.9M reactions from USPTO patents (1976-2016). (1) Given the reactants [CH3:1][O:2][C:3]1[CH:4]=[CH:5][C:6]2[CH:10]=[CH:9][S:8][C:7]=2[CH:11]=1.[Br:12][C:13]1[CH:14]=[CH:15][C:16]([Cl:21])=[C:17]([CH:20]=1)[CH:18]=O, predict the reaction product. The product is: [Br:12][C:13]1[CH:14]=[CH:15][C:16]([Cl:21])=[C:17]([CH2:18][C:9]2[S:8][C:7]3[CH:11]=[C:3]([O:2][CH3:1])[CH:4]=[CH:5][C:6]=3[CH:10]=2)[CH:20]=1. (2) Given the reactants [F:1][C:2]1[C:9]([O:10][CH3:11])=[C:8]([O:12][CH3:13])[CH:7]=[C:4]([C:5]#[N:6])[C:3]=1[C:14]#[N:15], predict the reaction product. The product is: [F:1][C:2]1[C:9]([O:10][CH3:11])=[C:8]([O:12][CH3:13])[CH:7]=[C:4]2[C:3]=1[C:14]([NH2:15])=[N:6][CH2:5]2. (3) The product is: [N:19]1([CH2:25][C:26]2[CH:27]=[CH:28][C:29]([NH:32][C:16](=[O:18])[C:15]#[C:14][C:11]3[CH:10]=[CH:9][C:8]([C:5]4[CH:4]=[CH:3][C:2]([Cl:1])=[CH:7][CH:6]=4)=[CH:13][N:12]=3)=[CH:30][CH:31]=2)[CH2:24][CH2:23][CH2:22][CH2:21][CH2:20]1. Given the reactants [Cl:1][C:2]1[CH:7]=[CH:6][C:5]([C:8]2[CH:9]=[CH:10][C:11]([C:14]#[C:15][C:16]([OH:18])=O)=[N:12][CH:13]=2)=[CH:4][CH:3]=1.[N:19]1([CH2:25][C:26]2[CH:31]=[CH:30][C:29]([NH2:32])=[CH:28][CH:27]=2)[CH2:24][CH2:23][CH2:22][CH2:21][CH2:20]1.ClCCl.CO.N, predict the reaction product. (4) The product is: [O:21]1[C:17]2[CH:16]=[CH:15][C:14]([C:11]3([C:9]([NH:8][C:6]4[N:7]=[C:2]([C:31]5[C:26]([O:25][CH3:24])=[N:27][CH:28]=[CH:29][CH:30]=5)[C:3]([CH3:23])=[CH:4][CH:5]=4)=[O:10])[CH2:13][CH2:12]3)=[CH:22][C:18]=2[CH2:19][CH2:20]1. Given the reactants Cl[C:2]1[N:7]=[C:6]([NH:8][C:9]([C:11]2([C:14]3[CH:15]=[CH:16][C:17]4[O:21][CH2:20][CH2:19][C:18]=4[CH:22]=3)[CH2:13][CH2:12]2)=[O:10])[CH:5]=[CH:4][C:3]=1[CH3:23].[CH3:24][O:25][C:26]1[C:31](B(O)O)=[CH:30][CH:29]=[CH:28][N:27]=1.C(=O)([O-])[O-].[Na+].[Na+], predict the reaction product. (5) Given the reactants [Cl-].O[NH3+:3].[C:4](=[O:7])([O-])[OH:5].[Na+].CS(C)=O.[CH2:13]([C:15]([OH:54])([CH2:52][CH3:53])[CH2:16][O:17][C@H:18]1[CH2:23][CH2:22][C@H:21]([N:24]2[C:29](=[O:30])[C:28]([CH2:31][C:32]3[CH:37]=[CH:36][C:35]([C:38]4[C:39]([C:44]#[N:45])=[CH:40][CH:41]=[CH:42][CH:43]=4)=[CH:34][CH:33]=3)=[C:27]([CH2:46][CH2:47][CH3:48])[N:26]3[N:49]=[CH:50][N:51]=[C:25]23)[CH2:20][CH2:19]1)[CH3:14], predict the reaction product. The product is: [CH2:13]([C:15]([OH:54])([CH2:52][CH3:53])[CH2:16][O:17][C@H:18]1[CH2:23][CH2:22][C@H:21]([N:24]2[C:29](=[O:30])[C:28]([CH2:31][C:32]3[CH:33]=[CH:34][C:35]([C:38]4[CH:43]=[CH:42][CH:41]=[CH:40][C:39]=4[C:44]4[NH:3][C:4](=[O:7])[O:5][N:45]=4)=[CH:36][CH:37]=3)=[C:27]([CH2:46][CH2:47][CH3:48])[N:26]3[N:49]=[CH:50][N:51]=[C:25]23)[CH2:20][CH2:19]1)[CH3:14]. (6) Given the reactants [C:1]([Si:5]([CH3:36])([CH3:35])[O:6][CH2:7][CH2:8][NH:9][C:10]1[CH:15]=[CH:14][C:13]([NH:16][C:17]([C:19]2[S:23][C:22]([S:24][CH3:25])=[N:21][C:20]=2[NH:26][C:27]([C:29]2[S:30][C:31]([Cl:34])=[CH:32][CH:33]=2)=[O:28])=[O:18])=[CH:12][CH:11]=1)([CH3:4])([CH3:3])[CH3:2].[N:37]#[C:38]Br.C(=O)(O)[O-].[Na+], predict the reaction product. The product is: [Si:5]([O:6][CH2:7][CH2:8][N:9]([C:38]#[N:37])[C:10]1[CH:15]=[CH:14][C:13]([NH:16][C:17]([C:19]2[S:23][C:22]([S:24][CH3:25])=[N:21][C:20]=2[NH:26][C:27]([C:29]2[S:30][C:31]([Cl:34])=[CH:32][CH:33]=2)=[O:28])=[O:18])=[CH:12][CH:11]=1)([C:1]([CH3:2])([CH3:4])[CH3:3])([CH3:36])[CH3:35]. (7) Given the reactants [C:1]([N:5]1[CH2:8][CH:7]([OH:9])[CH2:6]1)([CH3:4])([CH3:3])[CH3:2].Cl[C:11]1[N:16]2[N:17]=[C:18]([C:27]3[CH:32]=[CH:31][CH:30]=[CH:29][C:28]=3[Cl:33])[C:19]([C:20]3[CH:25]=[CH:24][C:23]([Cl:26])=[CH:22][CH:21]=3)=[C:15]2[N:14]=[C:13]([CH3:34])[CH:12]=1.[H-].[Na+], predict the reaction product. The product is: [C:1]([N:5]1[CH2:8][CH:7]([O:9][C:11]2[N:16]3[N:17]=[C:18]([C:27]4[CH:32]=[CH:31][CH:30]=[CH:29][C:28]=4[Cl:33])[C:19]([C:20]4[CH:21]=[CH:22][C:23]([Cl:26])=[CH:24][CH:25]=4)=[C:15]3[N:14]=[C:13]([CH3:34])[CH:12]=2)[CH2:6]1)([CH3:4])([CH3:3])[CH3:2]. (8) Given the reactants C([Mg]Br)CCC.[CH2:7](Br)[CH2:8][CH2:9][CH2:10][CH2:11][CH3:12].C([O:17][CH2:18]/[CH:19]=[CH:20]/[CH:21]=[CH:22]/[CH3:23])(=O)C.ClC(O)CCCCC, predict the reaction product. The product is: [CH2:18]([OH:17])[CH2:19][CH2:20][CH2:21][CH2:22][CH2:23][CH2:7][CH:8]=[CH:9][CH:10]=[CH:11][CH3:12].